Dataset: Experimentally validated miRNA-target interactions with 360,000+ pairs, plus equal number of negative samples. Task: Binary Classification. Given a miRNA mature sequence and a target amino acid sequence, predict their likelihood of interaction. The miRNA is mmu-let-7b-5p with sequence UGAGGUAGUAGGUUGUGUGGUU. The protein sequence of the target gene is MNYQQQLANSAAIRAEIQRFESVHPNIYSIYELLERVEEPVLQNQIREHVIAIEDAFVNSQEWTLSRSVPELKVGIVGNLASGKSALVHRYLTGTYVQEESPEGGRFKKEIVVDGQSYLLLIRDEGGPPEAQFAMWVDAVIFVFSLEDEISFQTVYHYYSRMANYRNTSEIPLVLVGTQDAISSTNPRVIDDVRARKLSNDLKRCTYYETCATYGLNVERVFQDVAQKIVATRKKQQLSIGPCKSLPNSPSHSSVCSAQVSAVHISQTSNGGGSLSDYSSSVPSTPSTSQKELRIDVPPT.... Result: 1 (interaction).